This data is from Reaction yield outcomes from USPTO patents with 853,638 reactions. The task is: Predict the reaction yield, written as a fraction of the theoretical maximum amount of product (1.0 means a 100% yield; for example, 0.34 means a 34% yield). The reactants are [C:1]([O:5][C:6]([NH:8][C:9]1[CH:10]=[C:11]([NH:15][C:16]2[C:21]([C:22](OCC)=[O:23])=[CH:20][N:19]=[C:18]([S:27][CH3:28])[N:17]=2)[CH:12]=[CH:13][CH:14]=1)=[O:7])([CH3:4])([CH3:3])[CH3:2].CO.C([O-])(O)=O.[Na+]. The catalyst is C1COCC1. The product is [OH:23][CH2:22][C:21]1[C:16]([NH:15][C:11]2[CH:10]=[C:9]([NH:8][C:6](=[O:7])[O:5][C:1]([CH3:3])([CH3:2])[CH3:4])[CH:14]=[CH:13][CH:12]=2)=[N:17][C:18]([S:27][CH3:28])=[N:19][CH:20]=1. The yield is 0.570.